Dataset: Forward reaction prediction with 1.9M reactions from USPTO patents (1976-2016). Task: Predict the product of the given reaction. (1) Given the reactants Br[C:2]1[N:6]2[N:7]=[CH:8][CH:9]=[C:10]([N:11]3[CH2:16][CH2:15][O:14][CH2:13][CH2:12]3)[C:5]2=[N:4][C:3]=1[CH2:17][CH2:18][C:19]1[CH:28]=[CH:27][C:26]2[C:21](=[CH:22][CH:23]=[CH:24][CH:25]=2)[N:20]=1.CC1(C)C(C)(C)OB([C:37]2[CH:38]=[CH:39][C:40]([C:43]#[N:44])=[N:41][CH:42]=2)O1, predict the reaction product. The product is: [O:14]1[CH2:15][CH2:16][N:11]([C:10]2[C:5]3[N:6]([C:2]([C:37]4[CH:38]=[CH:39][C:40]([C:43]#[N:44])=[N:41][CH:42]=4)=[C:3]([CH2:17][CH2:18][C:19]4[CH:28]=[CH:27][C:26]5[C:21](=[CH:22][CH:23]=[CH:24][CH:25]=5)[N:20]=4)[N:4]=3)[N:7]=[CH:8][CH:9]=2)[CH2:12][CH2:13]1. (2) Given the reactants [CH3:1][O:2][C:3]1[CH:8]=[CH:7][C:6]([C:9]2[CH:14]=[CH:13][C:12]([C:15]([OH:17])=O)=[C:11]([N+:18]([O-:20])=[O:19])[CH:10]=2)=[CH:5][CH:4]=1.[N:21]1([CH2:26][C:27]2[CH:32]=[CH:31][C:30]([CH2:33][CH2:34][NH2:35])=[CH:29][CH:28]=2)[CH2:25][CH2:24][CH2:23][CH2:22]1, predict the reaction product. The product is: [N:21]1([CH2:26][C:27]2[CH:32]=[CH:31][C:30]([CH2:33][CH2:34][NH:35][C:15]([C:12]3[CH:13]=[CH:14][C:9]([C:6]4[CH:5]=[CH:4][C:3]([O:2][CH3:1])=[CH:8][CH:7]=4)=[CH:10][C:11]=3[N+:18]([O-:20])=[O:19])=[O:17])=[CH:29][CH:28]=2)[CH2:25][CH2:24][CH2:23][CH2:22]1.